Dataset: Full USPTO retrosynthesis dataset with 1.9M reactions from patents (1976-2016). Task: Predict the reactants needed to synthesize the given product. (1) Given the product [Cl:10][O:9][N:8]=[CH:7][CH:1]1[CH2:6][CH2:5][CH2:4][CH2:3][CH2:2]1, predict the reactants needed to synthesize it. The reactants are: [CH:1]1([CH:7]=[N:8][OH:9])[CH2:6][CH2:5][CH2:4][CH2:3][CH2:2]1.[ClH:10].OOS([O-])=O.[K+]. (2) The reactants are: C[O:2][CH:3](OC)[CH2:4][N:5]([CH2:7][C:8]1[C:16]2[C:11](=[CH:12][CH:13]=[C:14]([CH3:17])[CH:15]=2)[N:10]([CH2:18][CH:19]([C:21]2[CH:22]=[N:23][CH:24]=[CH:25][CH:26]=2)[OH:20])[CH:9]=1)[CH3:6].N. Given the product [OH:20][CH:19]([C:21]1[CH:22]=[N:23][CH:24]=[CH:25][CH:26]=1)[CH2:18][N:10]1[C:11]2[CH:12]=[CH:13][C:14]([CH3:17])=[CH:15][C:16]=2[C:8]2[CH2:7][N:5]([CH3:6])[CH2:4][CH:3]([OH:2])[C:9]1=2, predict the reactants needed to synthesize it. (3) Given the product [CH:38]([C:7]1[C:12]2[CH2:13][CH2:14][CH:15]([C:19]([N:21]3[CH2:22][CH2:23][CH:24]([C:27]4[CH:32]=[CH:31][CH:30]=[CH:29][C:28]=4[CH3:33])[CH2:25][CH2:26]3)=[O:20])[CH2:16][C:17](=[O:18])[C:11]=2[CH:10]=[CH:9][CH:8]=1)=[CH2:39], predict the reactants needed to synthesize it. The reactants are: FC(F)(F)S(O[C:7]1[C:12]2[CH2:13][CH2:14][CH:15]([C:19]([N:21]3[CH2:26][CH2:25][CH:24]([C:27]4[CH:32]=[CH:31][CH:30]=[CH:29][C:28]=4[CH3:33])[CH2:23][CH2:22]3)=[O:20])[CH2:16][C:17](=[O:18])[C:11]=2[CH:10]=[CH:9][CH:8]=1)(=O)=O.[Li+].[Cl-].[C:38]1(P(C2C=CC=CC=2)C2C=CC=CC=2)C=CC=C[CH:39]=1.C([Sn](CCCC)(CCCC)C=C)CCC.